Predict the reactants needed to synthesize the given product. From a dataset of Full USPTO retrosynthesis dataset with 1.9M reactions from patents (1976-2016). (1) Given the product [S:10]1[CH2:15][CH2:14][CH:13]([N:16]2[CH2:8][CH2:7][CH:2]2[C:3]([O:5][CH3:6])=[O:4])[CH2:12][CH2:11]1, predict the reactants needed to synthesize it. The reactants are: Br[CH:2]([CH2:7][CH2:8]Br)[C:3]([O:5][CH3:6])=[O:4].[S:10]1[CH2:15][CH2:14][CH:13]([NH2:16])[CH2:12][CH2:11]1. (2) The reactants are: [CH:1]1([C:6]([OH:32])([CH2:22][C:23]2[O:24][C:25]([CH3:31])([CH3:30])[O:26][C:27](=[O:29])[CH:28]=2)[C:7]#[C:8][C:9]2[CH:14]=[CH:13][C:12]([C:15]3([C:19]#[N:20])[CH2:18][CH2:17][CH2:16]3)=[C:11]([F:21])[CH:10]=2)[CH2:5][CH2:4][CH2:3][CH2:2]1.C1(C(O)(CC2OC(C)(C)OC(=O)C=2)C#CC2C=CC(C3(C#N)CC3)=C(F)C=2)CCCC1. Given the product [CH:1]1([C:6]([OH:32])([CH2:22][C:23]2[O:24][C:25]([CH3:30])([CH3:31])[O:26][C:27](=[O:29])[CH:28]=2)[CH2:7][CH2:8][C:9]2[CH:14]=[CH:13][C:12]([C:15]3([C:19]#[N:20])[CH2:16][CH2:17][CH2:18]3)=[C:11]([F:21])[CH:10]=2)[CH2:5][CH2:4][CH2:3][CH2:2]1, predict the reactants needed to synthesize it. (3) Given the product [Cl:20][C:21]1[N:26]=[CH:25][C:24]([CH2:27][N:28]([C:29]2[CH:34]=[CH:33][C:32]([F:35])=[CH:31][CH:30]=2)[C:13]([C@H:11]2[CH2:10][CH2:9][N:8]([C:6]([O:5][C:2]([CH3:1])([CH3:3])[CH3:4])=[O:7])[CH2:12]2)=[O:15])=[CH:23][CH:22]=1, predict the reactants needed to synthesize it. The reactants are: [CH3:1][C:2]([O:5][C:6]([N:8]1[CH2:12][C@@H:11]([C:13]([OH:15])=O)[CH2:10][CH2:9]1)=[O:7])([CH3:4])[CH3:3].C(Cl)CCl.[Cl:20][C:21]1[N:26]=[CH:25][C:24]([CH2:27][NH:28][C:29]2[CH:34]=[CH:33][C:32]([F:35])=[CH:31][CH:30]=2)=[CH:23][CH:22]=1. (4) Given the product [Cl:1][C:2]1[CH:3]=[C:4]([CH:17]=[CH:18][C:19]=1[Cl:20])[CH2:5][NH:6][C:7]1[CH:8]=[CH:9][C:10]2[N:11]([C:13]([I:21])=[C:14]([CH3:16])[N:15]=2)[N:12]=1, predict the reactants needed to synthesize it. The reactants are: [Cl:1][C:2]1[CH:3]=[C:4]([CH:17]=[CH:18][C:19]=1[Cl:20])[CH2:5][NH:6][C:7]1[CH:8]=[CH:9][C:10]2[N:11]([CH:13]=[C:14]([CH3:16])[N:15]=2)[N:12]=1.[I:21]N1C(=O)CCC1=O. (5) Given the product [CH3:10][C:11]1[CH:16]=[C:15]([N+:6]([O-:9])=[O:7])[C:14]([CH3:17])=[CH:13][N+:12]=1[O-:18], predict the reactants needed to synthesize it. The reactants are: S(=O)(=O)(O)O.[N+:6]([O-:9])(O)=[O:7].[CH3:10][C:11]1[CH:16]=[CH:15][C:14]([CH3:17])=[CH:13][N+:12]=1[O-:18].C(=O)([O-])[O-].[Na+].[Na+]. (6) Given the product [Br:29][C:30]1[CH:31]=[CH:32][C:33]2[O:37][C:36]3[C:38](=[O:40])[NH:39][C:42]([CH:44]4[CH2:47][N:46]([C:48]([O:50][C:51]([CH3:54])([CH3:53])[CH3:52])=[O:49])[CH2:45]4)=[N:41][C:35]=3[C:34]=2[CH:55]=1, predict the reactants needed to synthesize it. The reactants are: BrC1C=CC2OC3C(=O)NC(C4CCN(C(OC(C)(C)C)=O)CC4)=NC=3C=2C=1.[Br:29][C:30]1[CH:31]=[CH:32][C:33]2[O:37][C:36]([C:38](=[O:40])[NH2:39])=[C:35]([NH:41][C:42]([CH:44]3[CH2:47][N:46]([C:48]([O:50][C:51]([CH3:54])([CH3:53])[CH3:52])=[O:49])[CH2:45]3)=O)[C:34]=2[CH:55]=1.BrC1C=CC2OC(C(=O)N)=C(NC(C3CCN(C(OC(C)(C)C)=O)CC3)=O)C=2C=1.